From a dataset of Full USPTO retrosynthesis dataset with 1.9M reactions from patents (1976-2016). Predict the reactants needed to synthesize the given product. Given the product [NH:1]1[C:9]2[C:4](=[CH:5][C:6]([NH:10][C:11]3[C:12]4[C:19]5[CH2:20][CH2:21][CH:22]([C:24]([OH:26])=[O:25])[CH2:23][C:18]=5[S:17][C:13]=4[N:14]=[CH:15][N:16]=3)=[CH:7][CH:8]=2)[CH:3]=[N:2]1, predict the reactants needed to synthesize it. The reactants are: [NH:1]1[C:9]2[C:4](=[CH:5][C:6]([NH:10][C:11]3[C:12]4[C:19]5[CH2:20][CH2:21][CH:22]([C:24]([O:26]CC)=[O:25])[CH2:23][C:18]=5[S:17][C:13]=4[N:14]=[CH:15][N:16]=3)=[CH:7][CH:8]=2)[CH:3]=[N:2]1.[OH-].[Na+].